This data is from Forward reaction prediction with 1.9M reactions from USPTO patents (1976-2016). The task is: Predict the product of the given reaction. (1) Given the reactants [Br:1][C:2]1[CH:7]=[C:6]([C:8]([OH:10])=O)[C:5]([F:11])=[CH:4][N:3]=1.[NH2:12][CH2:13][CH2:14][OH:15], predict the reaction product. The product is: [Br:1][C:2]1[CH:7]=[C:6]([C:8]([NH:12][CH2:13][CH2:14][OH:15])=[O:10])[C:5]([F:11])=[CH:4][N:3]=1. (2) Given the reactants [N:1]1[CH:6]=[CH:5][CH:4]=[CH:3][C:2]=1[C:7]([NH:9][C:10]1([C:16]([NH:18][CH:19]2[CH2:24][CH2:23][N:22]([C:25]3[CH:30]=[CH:29][CH:28]=[CH:27][C:26]=3[S:31]([CH3:34])(=[O:33])=[O:32])[CH2:21][C:20]2=[O:35])=[O:17])[CH2:15][CH2:14][CH2:13][CH2:12][CH2:11]1)=[O:8].[ClH:36].C(OCC)(=O)C, predict the reaction product. The product is: [ClH:36].[N:1]1[CH:6]=[CH:5][CH:4]=[CH:3][C:2]=1[C:7]([NH:9][C:10]1([C:16]([NH:18][CH:19]2[CH2:24][CH2:23][N:22]([C:25]3[CH:30]=[CH:29][CH:28]=[CH:27][C:26]=3[S:31]([CH3:34])(=[O:33])=[O:32])[CH2:21][C:20]2=[O:35])=[O:17])[CH2:15][CH2:14][CH2:13][CH2:12][CH2:11]1)=[O:8].